From a dataset of Reaction yield outcomes from USPTO patents with 853,638 reactions. Predict the reaction yield, written as a fraction of the theoretical maximum amount of product (1.0 means a 100% yield; for example, 0.34 means a 34% yield). (1) The reactants are [Br:1][C:2]1[CH:16]=[C:15](/[CH:17]=[CH:18]/[CH:19]([C:24]2[CH:29]=[C:28]([Cl:30])[C:27]([Cl:31])=[C:26]([Cl:32])[CH:25]=2)[C:20]([F:23])([F:22])[F:21])[CH:14]=[CH:13][C:3]=1[C:4]([NH:6][CH:7]1[CH2:12][CH2:11][NH:10][CH2:9][CH2:8]1)=[O:5].[CH2:33]([N:35](CC)CC)[CH3:34].BrCC#N. The catalyst is C1COCC1.C(OCC)(=O)C. The product is [Br:1][C:2]1[CH:16]=[C:15](/[CH:17]=[CH:18]/[CH:19]([C:24]2[CH:25]=[C:26]([Cl:32])[C:27]([Cl:31])=[C:28]([Cl:30])[CH:29]=2)[C:20]([F:23])([F:21])[F:22])[CH:14]=[CH:13][C:3]=1[C:4]([NH:6][CH:7]1[CH2:12][CH2:11][N:10]([CH2:34][C:33]#[N:35])[CH2:9][CH2:8]1)=[O:5]. The yield is 0.468. (2) The reactants are I[C:2]1[C:10]2[O:9][CH:8]=[CH:7][C:6]=2[CH:5]=[C:4]([N+:11]([O-:13])=[O:12])[CH:3]=1.[NH:14]1[CH2:19][CH2:18][NH:17][CH:16]2[CH2:20][S:21](=[O:24])(=[O:23])[CH2:22][CH:15]12.CC1(C)C2C(=C(P(C3C=CC=CC=3)C3C=CC=CC=3)C=CC=2)OC2C(P(C3C=CC=CC=3)C3C=CC=CC=3)=CC=CC1=2.C([O-])([O-])=O.[Cs+].[Cs+]. The catalyst is C1C=CC(/C=C/C(/C=C/C2C=CC=CC=2)=O)=CC=1.C1C=CC(/C=C/C(/C=C/C2C=CC=CC=2)=O)=CC=1.C1C=CC(/C=C/C(/C=C/C2C=CC=CC=2)=O)=CC=1.[Pd].[Pd].C1(C)C(C)=CC=CC=1. The product is [N+:11]([C:4]1[CH:3]=[C:2]([N:14]2[CH2:19][CH2:18][NH:17][CH:16]3[CH2:20][S:21](=[O:24])(=[O:23])[CH2:22][CH:15]23)[C:10]2[O:9][CH:8]=[CH:7][C:6]=2[CH:5]=1)([O-:13])=[O:12]. The yield is 0.0800. (3) The reactants are [CH3:1][C:2]1[C:6]2[CH:7]=[C:8]([N+:11]([O-])=O)[CH:9]=[CH:10][C:5]=2[S:4][N:3]=1. The catalyst is C(O)C.[Pd]. The product is [NH2:11][C:8]1[CH:9]=[CH:10][C:5]2[S:4][N:3]=[C:2]([CH3:1])[C:6]=2[CH:7]=1. The yield is 0.300. (4) The reactants are [CH3:1][O:2][C:3]1[CH:8]=[CH:7][C:6]([C:9]2[C:10]3[O:17][C:16](/[CH:18]=[C:19]4/[C:20](=[O:25])[NH:21][C:22](=[S:24])[S:23]/4)=[CH:15][C:11]=3[CH:12]=[N:13][CH:14]=2)=[CH:5][CH:4]=1.IC.[CH:28](N(C(C)C)CC)(C)C. The catalyst is O1CCCC1.CO. The product is [CH3:1][O:2][C:3]1[CH:8]=[CH:7][C:6]([C:9]2[C:10]3[O:17][C:16](/[CH:18]=[C:19]4/[C:20](=[O:25])[N:21]=[C:22]([S:24][CH3:28])[S:23]/4)=[CH:15][C:11]=3[CH:12]=[N:13][CH:14]=2)=[CH:5][CH:4]=1. The yield is 0.570. (5) The yield is 0.960. The catalyst is CO.O.Cl[Ni]Cl. The product is [NH2:13][C:3]1[CH:4]=[CH:5][C:6]([NH:8][C:9](=[O:12])[O:10][CH3:11])=[N:7][C:2]=1[Br:1]. The reactants are [Br:1][C:2]1[N:7]=[C:6]([NH:8][C:9](=[O:12])[O:10][CH3:11])[CH:5]=[CH:4][C:3]=1[N+:13]([O-])=O.[BH4-].[Na+].